Dataset: Catalyst prediction with 721,799 reactions and 888 catalyst types from USPTO. Task: Predict which catalyst facilitates the given reaction. (1) Reactant: [CH3:1][S:2]([OH:5])(=[O:4])=[O:3].[N:6]1[CH:11]=[CH:10][CH:9]=[C:8]([NH:12][C:13](=[O:38])[C:14]2[CH:19]=[C:18]([CH2:20][C:21]3[C:22](=[O:33])[C:23]([O:31][CH3:32])=[C:24]([O:29][CH3:30])[C:25](=[O:28])[C:26]=3[CH3:27])[CH:17]=[CH:16][C:15]=2[O:34]C(=O)C)[CH:7]=1. Product: [CH3:1][S:2]([OH:5])(=[O:4])=[O:3].[N:6]1[CH:11]=[CH:10][CH:9]=[C:8]([NH:12][C:13](=[O:38])[C:14]2[CH:19]=[C:18]([CH2:20][C:21]3[C:22](=[O:33])[C:23]([O:31][CH3:32])=[C:24]([O:29][CH3:30])[C:25](=[O:28])[C:26]=3[CH3:27])[CH:17]=[CH:16][C:15]=2[OH:34])[CH:7]=1. The catalyst class is: 5. (2) Reactant: C([O:3][C:4](=[O:22])[C:5]1[CH:10]=[C:9]([N:11]([S:18]([CH3:21])(=[O:20])=[O:19])[C:12]2[CH:17]=[CH:16][CH:15]=[CH:14][CH:13]=2)[CH:8]=[N:7][CH:6]=1)C.[OH-].[Na+]. Product: [CH3:21][S:18]([N:11]([C:12]1[CH:17]=[CH:16][CH:15]=[CH:14][CH:13]=1)[C:9]1[CH:8]=[N:7][CH:6]=[C:5]([CH:10]=1)[C:4]([OH:22])=[O:3])(=[O:19])=[O:20]. The catalyst class is: 14.